Dataset: Reaction yield outcomes from USPTO patents with 853,638 reactions. Task: Predict the reaction yield, written as a fraction of the theoretical maximum amount of product (1.0 means a 100% yield; for example, 0.34 means a 34% yield). (1) The reactants are Cl[C:2](=[C:6]([C:9]#[N:10])[C:7]#[N:8])[CH:3]([CH3:5])[CH3:4].[Cl:11][C:12]1[C:13]([NH:19][NH2:20])=[N:14][CH:15]=[C:16]([Cl:18])[CH:17]=1.C(N(CC)CC)C. The catalyst is C1COCC1. The product is [NH2:8][C:7]1[N:19]([C:13]2[C:12]([Cl:11])=[CH:17][C:16]([Cl:18])=[CH:15][N:14]=2)[N:20]=[C:2]([CH:3]([CH3:5])[CH3:4])[C:6]=1[C:9]#[N:10]. The yield is 0.820. (2) The reactants are [OH:1][CH2:2][C:3]1[CH:8]=[C:7]([N+:9]([O-:11])=[O:10])[CH:6]=[CH:5][C:4]=1[OH:12].[CH2:13](Br)[C:14]1[CH:19]=[CH:18][CH:17]=[CH:16][CH:15]=1.COC(O)C1C=C([N+]([O-])=O)C=CC=1OC. No catalyst specified. The product is [CH2:13]([O:12][C:4]1[CH:5]=[CH:6][C:7]([N+:9]([O-:11])=[O:10])=[CH:8][C:3]=1[CH2:2][OH:1])[C:14]1[CH:19]=[CH:18][CH:17]=[CH:16][CH:15]=1. The yield is 0.840. (3) The reactants are [OH:1][C:2]1[CH:7]=[C:6]([O:8][CH2:9][CH2:10][O:11][CH3:12])[CH:5]=[CH:4][C:3]=1/[CH:13]=[CH:14]/[C:15]([O:17][CH2:18][CH3:19])=[O:16].Br[CH2:21][CH:22]1[CH2:27][CH2:26][CH2:25][CH2:24][CH2:23]1.C(=O)([O-])[O-].[K+].[K+].[I-].[Na+]. The catalyst is C(#N)C.CN(C)C=O.O. The product is [CH:22]1([CH2:21][O:1][C:2]2[CH:7]=[C:6]([O:8][CH2:9][CH2:10][O:11][CH3:12])[CH:5]=[CH:4][C:3]=2/[CH:13]=[CH:14]/[C:15]([O:17][CH2:18][CH3:19])=[O:16])[CH2:27][CH2:26][CH2:25][CH2:24][CH2:23]1. The yield is 0.810. (4) The reactants are O=S(Cl)Cl.Cl.[NH2:6][C@H:7]1[C:15]2[C:10](=[CH:11][C:12]([F:19])=[C:13]([C:16]([OH:18])=[O:17])[CH:14]=2)[CH2:9][CH2:8]1.[CH3:20]O. No catalyst specified. The product is [NH2:6][C@H:7]1[C:15]2[C:10](=[CH:11][C:12]([F:19])=[C:13]([C:16]([O:18][CH3:20])=[O:17])[CH:14]=2)[CH2:9][CH2:8]1. The yield is 0.890. (5) The reactants are [CH:1]([N:4]1[C:8]2[N:9]=[C:10]([N:16]3[CH2:21][CH2:20][N:19]([CH3:22])[CH2:18][CH2:17]3)[CH:11]=[C:12]([C:13]([OH:15])=O)[C:7]=2[CH:6]=[N:5]1)([CH3:3])[CH3:2].[NH2:23][CH2:24][C:25]1[C:26](=[O:33])[NH:27][C:28]([CH3:32])=[CH:29][C:30]=1[CH3:31].C1CN([P+](ON2N=NC3C=CC=CC2=3)(N2CCCC2)N2CCCC2)CC1.F[P-](F)(F)(F)(F)F.C([O-])(O)=O.[Na+]. The catalyst is CS(C)=O.C(Cl)Cl. The product is [CH3:31][C:30]1[CH:29]=[C:28]([CH3:32])[NH:27][C:26](=[O:33])[C:25]=1[CH2:24][NH:23][C:13]([C:12]1[C:7]2[CH:6]=[N:5][N:4]([CH:1]([CH3:2])[CH3:3])[C:8]=2[N:9]=[C:10]([N:16]2[CH2:17][CH2:18][N:19]([CH3:22])[CH2:20][CH2:21]2)[CH:11]=1)=[O:15]. The yield is 0.530. (6) The reactants are [CH3:1][O:2][C:3]1[CH:48]=[CH:47][C:6]([CH2:7][N:8]([CH2:38][C:39]2[CH:44]=[CH:43][C:42]([O:45][CH3:46])=[CH:41][CH:40]=2)[C:9]2[N:14]=[C:13]([CH3:15])[N:12]=[C:11]([C:16]3[CH:17]=[C:18]([CH:23]([N:25]4[CH2:30][CH2:29][N:28](C(OC(C)(C)C)=O)[CH2:27][CH2:26]4)[CH3:24])[CH:19]=[N:20][C:21]=3F)[N:10]=2)=[CH:5][CH:4]=1.FC(F)(F)C(O)=O.[S:56]1[C:60]2[CH:61]=[CH:62][C:63]([NH2:65])=[CH:64][C:59]=2[N:58]=[CH:57]1.C[Si]([N-][Si](C)(C)C)(C)C.[Na+]. The catalyst is ClC(Cl)C. The product is [CH3:46][O:45][C:42]1[CH:43]=[CH:44][C:39]([CH2:38][N:8]([CH2:7][C:6]2[CH:5]=[CH:4][C:3]([O:2][CH3:1])=[CH:48][CH:47]=2)[C:9]2[N:14]=[C:13]([CH3:15])[N:12]=[C:11]([C:16]3[C:21]([NH:65][C:63]4[CH:62]=[CH:61][C:60]5[S:56][CH:57]=[N:58][C:59]=5[CH:64]=4)=[N:20][CH:19]=[C:18]([CH:23]([N:25]4[CH2:30][CH2:29][NH:28][CH2:27][CH2:26]4)[CH3:24])[CH:17]=3)[N:10]=2)=[CH:40][CH:41]=1. The yield is 0.660.